This data is from Forward reaction prediction with 1.9M reactions from USPTO patents (1976-2016). The task is: Predict the product of the given reaction. (1) Given the reactants [I:1][C:2]1[C:10]2[C:5](=[CH:6][CH:7]=[C:8]([NH:11][C:12](=[O:18])OC(C)(C)C)[CH:9]=2)[NH:4][N:3]=1.[CH:19]1([O:24][CH:25]([C:29]2[CH:34]=[CH:33][CH:32]=[CH:31][CH:30]=2)C([O-])=O)[CH2:23][CH2:22][CH2:21][CH2:20]1.[Na+].CN(C(ON1N=NC2C=CC=CC1=2)=[N+](C)C)C.[B-](F)(F)(F)F.CCN(C(C)C)C(C)C.CO[Na], predict the reaction product. The product is: [CH:19]1([O:24][CH:25]([C:29]2[CH:30]=[CH:31][CH:32]=[CH:33][CH:34]=2)[C:12]([NH:11][C:8]2[CH:9]=[C:10]3[C:5](=[CH:6][CH:7]=2)[NH:4][N:3]=[C:2]3[I:1])=[O:18])[CH2:23][CH2:22][CH2:21][CH2:20]1. (2) Given the reactants [NH2:1][C@H:2]([C:41]1[CH:46]=[CH:45][CH:44]=[CH:43][C:42]=1[OH:47])[CH2:3][N:4]1[C:9](=[O:10])[C:8]([N:11]2[CH2:16][CH2:15][N:14]([CH2:17][C:18]3[O:19][C:20]([C:23]([F:26])([F:25])[F:24])=[CH:21][CH:22]=3)[CH2:13][CH2:12]2)=[C:7]([CH3:27])[N:6]([CH2:28][C:29]2[C:34]([C:35]([F:38])([F:37])[F:36])=[CH:33][CH:32]=[CH:31][C:30]=2[F:39])[C:5]1=[O:40].[CH3:48][O:49][C:50](=[O:55])[CH2:51][CH2:52][CH:53]=O.C(O[BH-](OC(=O)C)OC(=O)C)(=O)C.[Na+].C(=O)(O)[O-].[Na+], predict the reaction product. The product is: [CH3:48][O:49][C:50](=[O:55])[CH2:51][CH2:52][CH2:53][NH:1][C@H:2]([C:41]1[CH:46]=[CH:45][CH:44]=[CH:43][C:42]=1[OH:47])[CH2:3][N:4]1[C:9](=[O:10])[C:8]([N:11]2[CH2:16][CH2:15][N:14]([CH2:17][C:18]3[O:19][C:20]([C:23]([F:25])([F:24])[F:26])=[CH:21][CH:22]=3)[CH2:13][CH2:12]2)=[C:7]([CH3:27])[N:6]([CH2:28][C:29]2[C:34]([C:35]([F:38])([F:36])[F:37])=[CH:33][CH:32]=[CH:31][C:30]=2[F:39])[C:5]1=[O:40]. (3) Given the reactants [NH2:1][C:2]1[N:17]=[CH:16][C:15](Br)=[CH:14][C:3]=1[C:4]([NH:6][C:7]1[CH:12]=[CH:11][N:10]=[CH:9][C:8]=1[CH3:13])=[O:5].[CH3:19][O:20][CH2:21][CH2:22][N:23]1[CH:27]=[C:26](B2OC(C)(C)C(C)(C)O2)[CH:25]=[N:24]1, predict the reaction product. The product is: [NH2:1][C:2]1[N:17]=[CH:16][C:15]([C:26]2[CH:25]=[N:24][N:23]([CH2:22][CH2:21][O:20][CH3:19])[CH:27]=2)=[CH:14][C:3]=1[C:4]([NH:6][C:7]1[CH:12]=[CH:11][N:10]=[CH:9][C:8]=1[CH3:13])=[O:5]. (4) Given the reactants [CH3:1][N:2]1[CH:6]=[C:5](B(O)O)[CH:4]=[N:3]1.Br[C:11]1[CH:16]=[CH:15][C:14]([C:17]23[CH2:24][N:21]([CH2:22][CH2:23]2)[CH2:20][CH2:19][CH2:18]3)=[CH:13][N:12]=1.C(=O)([O-])[O-].[Na+].[Na+], predict the reaction product. The product is: [CH3:1][N:2]1[CH:6]=[C:5]([C:11]2[CH:16]=[CH:15][C:14]([C:17]34[CH2:24][N:21]([CH2:22][CH2:23]3)[CH2:20][CH2:19][CH2:18]4)=[CH:13][N:12]=2)[CH:4]=[N:3]1. (5) Given the reactants [F:1][C:2]1[CH:10]=[CH:9][C:5]([C:6]([OH:8])=O)=[CH:4][CH:3]=1.CN1CC[O:15][CH2:14]C1.O[C:19]1[C:27]2N=NN[C:23]=2[CH:22]=[CH:21][CH:20]=1.C(OC(NC[CH2:40][CH:41]([CH:49]([OH:64])[CH2:50][CH2:51][C:52]1[CH:57]=[CH:56][C:55]([C:58]2[CH:63]=[CH:62][CH:61]=[CH:60][CH:59]=2)=[CH:54][CH:53]=1)[C:42]([O:44][C:45]([CH3:48])([CH3:47])[CH3:46])=[O:43])=O)C1C=CC=CC=1.C(N=C=NCCCN(C)C)C.C[N:77]([CH3:80])C=O, predict the reaction product. The product is: [C:14]([O:64][CH:49]([CH2:50][CH2:51][C:52]1[CH:57]=[CH:56][C:55]([C:58]2[CH:63]=[CH:62][CH:61]=[CH:60][CH:59]=2)=[CH:54][CH:53]=1)[CH:41]([C:42]([O:44][C:45]([CH3:48])([CH3:47])[CH3:46])=[O:43])[CH2:40][CH2:80][NH:77][C:6](=[O:8])[C:5]1[CH:4]=[CH:3][C:2]([F:1])=[CH:10][CH:9]=1)(=[O:15])[C:19]1[CH:27]=[CH:23][CH:22]=[CH:21][CH:20]=1.